From a dataset of Experimentally validated miRNA-target interactions with 360,000+ pairs, plus equal number of negative samples. Binary Classification. Given a miRNA mature sequence and a target amino acid sequence, predict their likelihood of interaction. The miRNA is rno-miR-25-3p with sequence CAUUGCACUUGUCUCGGUCUGA. The protein sequence of the target gene is MRTLEDSSGTVLHRLIQEQLRYGNLTETRTLLAIQQQALRGGAGAGGTGSPQASLEIGAPEDSQVLQQATRQEPQGQEHQGGETHLAENRLYRLCPQPSKGEELPTYEEAKAHSQYYAAQQAGSRPHVGDRDPRGGVSGGGRRQDEALRELRHGHVRSLSERLLQLSLERNGARVPSHMSSSHSFPQLARSQQGPQPRGPPAEGPEPRGPPPQYPHAVMAQETAAVTDPRYRPRSSPHFQHAEVRILQAQVPPVFLQQQQYQYLPQPQEHSPPLHPAALGHGPPSSFGPPAVEGPPSAQA.... Result: 0 (no interaction).